Dataset: Blood-brain barrier permeability classification from the B3DB database. Task: Regression/Classification. Given a drug SMILES string, predict its absorption, distribution, metabolism, or excretion properties. Task type varies by dataset: regression for continuous measurements (e.g., permeability, clearance, half-life) or binary classification for categorical outcomes (e.g., BBB penetration, CYP inhibition). Dataset: b3db_classification. The drug is CC[C@]12CCN(CC3(O)CC3)[C@H](Cc3ccc(O)cc31)C2(C)C. The result is 1 (penetrates BBB).